Predict the product of the given reaction. From a dataset of Forward reaction prediction with 1.9M reactions from USPTO patents (1976-2016). (1) Given the reactants [Br:1][C:2]1[C:7]([F:8])=[CH:6][C:5]([S:9](Cl)(=[O:11])=[O:10])=[C:4]([F:13])[CH:3]=1.[CH:14]1([CH2:17][NH2:18])[CH2:16][CH2:15]1, predict the reaction product. The product is: [Br:1][C:2]1[C:7]([F:8])=[CH:6][C:5]([S:9]([NH:18][CH2:17][CH:14]2[CH2:16][CH2:15]2)(=[O:11])=[O:10])=[C:4]([F:13])[CH:3]=1. (2) The product is: [CH3:2][C:3]1([CH3:24])[C:11]2[C:6](=[CH:7][C:8]([C:12]3[N:13]=[C:14]([N:17]4[CH2:22][CH2:21][CH:20]([NH:23][CH2:34][CH2:33][OH:32])[CH2:19][CH2:18]4)[S:15][CH:16]=3)=[CH:9][CH:10]=2)[CH2:5][CH2:4]1. Given the reactants Cl.[CH3:2][C:3]1([CH3:24])[C:11]2[C:6](=[CH:7][C:8]([C:12]3[N:13]=[C:14]([N:17]4[CH2:22][CH2:21][CH:20]([NH2:23])[CH2:19][CH2:18]4)[S:15][CH:16]=3)=[CH:9][CH:10]=2)[CH2:5][CH2:4]1.[Si]([O:32][CH2:33][CH:34]=O)(C(C)(C)C)(C)C.C[N+](C)(C)C.C1COCC1, predict the reaction product.